This data is from Full USPTO retrosynthesis dataset with 1.9M reactions from patents (1976-2016). The task is: Predict the reactants needed to synthesize the given product. (1) Given the product [C:1]([O:5][C:6](=[O:25])[NH:7][C:8]1[CH2:9][O:10][CH2:11][C@:12]([C:17]2[CH:22]=[C:21]([NH:23][C:34]([C:31]3[C:30]([CH3:37])=[CH:29][C:28]([C:26]#[N:27])=[CH:33][N:32]=3)=[O:35])[CH:20]=[CH:19][C:18]=2[F:24])([CH:14]([F:16])[F:15])[N:13]=1)([CH3:4])([CH3:2])[CH3:3], predict the reactants needed to synthesize it. The reactants are: [C:1]([O:5][C:6](=[O:25])[NH:7][C:8]1[CH2:9][O:10][CH2:11][C@:12]([C:17]2[CH:22]=[C:21]([NH2:23])[CH:20]=[CH:19][C:18]=2[F:24])([CH:14]([F:16])[F:15])[N:13]=1)([CH3:4])([CH3:3])[CH3:2].[C:26]([C:28]1[CH:29]=[C:30]([CH3:37])[C:31]([C:34](O)=[O:35])=[N:32][CH:33]=1)#[N:27].CN1CCOCC1.ClC(OCC(C)C)=O. (2) Given the product [N+:8]([C:5]1[CH:6]=[CH:7][C:2]([N:11]2[CH2:15][CH2:14][CH2:13][CH2:12]2)=[N:3][CH:4]=1)([O-:10])=[O:9], predict the reactants needed to synthesize it. The reactants are: Br[C:2]1[CH:7]=[CH:6][C:5]([N+:8]([O-:10])=[O:9])=[CH:4][N:3]=1.[NH:11]1[CH2:15][CH2:14][CH2:13][CH2:12]1. (3) Given the product [C@@H:1]12[CH2:7][N:6]([C:8]([O:10][C:11]([CH3:14])([CH3:13])[CH3:12])=[O:9])[C@@H:5]1[CH2:4][NH:3][CH2:2]2, predict the reactants needed to synthesize it. The reactants are: [C@@H:1]12[CH2:7][N:6]([C:8]([O:10][C:11]([CH3:14])([CH3:13])[CH3:12])=[O:9])[C@@H:5]1[CH2:4][N:3](C(OCC1C=CC=CC=1)=O)[CH2:2]2. (4) Given the product [F:19][C:20]([F:36])([F:37])[C:21]1[CH:22]=[C:23]([O:27][C:28]2[CH:35]=[CH:34][C:31]([CH2:32][NH:33][C:11](=[O:13])[C:10]3[CH:14]=[CH:15][C:16]([F:18])=[N:17][C:9]=3[NH2:8])=[CH:30][CH:29]=2)[CH:24]=[CH:25][CH:26]=1, predict the reactants needed to synthesize it. The reactants are: C(N(CC)CC)C.[NH2:8][C:9]1[N:17]=[C:16]([F:18])[CH:15]=[CH:14][C:10]=1[C:11]([OH:13])=O.[F:19][C:20]([F:37])([F:36])[C:21]1[CH:22]=[C:23]([O:27][C:28]2[CH:35]=[CH:34][C:31]([CH2:32][NH2:33])=[CH:30][CH:29]=2)[CH:24]=[CH:25][CH:26]=1.CN([P+](ON1N=NC2C=CC=CC1=2)(N(C)C)N(C)C)C.F[P-](F)(F)(F)(F)F. (5) Given the product [Br:1][C:2]1[CH:11]=[CH:10][CH:9]=[C:8]2[C:3]=1[CH2:4][CH2:5][O:6][CH:7]2[CH:12]=[O:13], predict the reactants needed to synthesize it. The reactants are: [Br:1][C:2]1[CH:11]=[CH:10][CH:9]=[C:8]2[C:3]=1[CH2:4][CH2:5][O:6][CH:7]2[C:12](N(C)OC)=[O:13].CC(C[AlH]CC(C)C)C. (6) Given the product [O:19]([CH2:2][C:3]1[CH:12]=[CH:11][C:6]([C:7]([O:9][CH3:10])=[O:8])=[CH:5][CH:4]=1)[C:13]1[CH:18]=[CH:17][CH:16]=[CH:15][CH:14]=1, predict the reactants needed to synthesize it. The reactants are: Br[CH2:2][C:3]1[CH:12]=[CH:11][C:6]([C:7]([O:9][CH3:10])=[O:8])=[CH:5][CH:4]=1.[C:13]1([OH:19])[CH:18]=[CH:17][CH:16]=[CH:15][CH:14]=1.C(=O)([O-])[O-].[K+].[K+].